Dataset: Reaction yield outcomes from USPTO patents with 853,638 reactions. Task: Predict the reaction yield, written as a fraction of the theoretical maximum amount of product (1.0 means a 100% yield; for example, 0.34 means a 34% yield). (1) The yield is 0.603. The reactants are [OH-].[Na+].Cl.[Br:4][C:5]1[CH:6]=[C:7]2[C:18]3([CH2:23][CH2:22][S:21][C:20]([NH:24]C(=O)C4C=CC([N+]([O-])=O)=CC=4)=[N:19]3)[C:17]3[CH:16]=[C:15]([Cl:36])[N:14]=[CH:13][C:12]=3[O:11][C:8]2=[CH:9][CH:10]=1. The product is [Br:4][C:5]1[CH:6]=[C:7]2[C:18]3([CH2:23][CH2:22][S:21][C:20]([NH2:24])=[N:19]3)[C:17]3[CH:16]=[C:15]([Cl:36])[N:14]=[CH:13][C:12]=3[O:11][C:8]2=[CH:9][CH:10]=1. The catalyst is CO.O. (2) The reactants are Cl.Cl.[CH3:3][C@H:4]1[C:12]2[C:11]([N:13]3[CH2:18][CH2:17][NH:16][CH2:15][CH2:14]3)=[N:10][CH:9]=[N:8][C:7]=2[C@H:6]([OH:19])[CH2:5]1.[C:20]([O:24][C:25]([N:27]1[CH2:32][CH2:31][C:30]([C:36]2[CH:41]=[CH:40][C:39]([Cl:42])=[C:38]([F:43])[CH:37]=2)([C:33](O)=[O:34])[CH2:29][CH2:28]1)=[O:26])([CH3:23])([CH3:22])[CH3:21].CCN(C(C)C)C(C)C.CN(C(ON1N=NC2C=CC=CC1=2)=[N+](C)C)C.F[P-](F)(F)(F)(F)F. The catalyst is C(Cl)Cl. The product is [Cl:42][C:39]1[CH:40]=[CH:41][C:36]([C:30]2([C:33]([N:16]3[CH2:15][CH2:14][N:13]([C:11]4[C:12]5[C@H:4]([CH3:3])[CH2:5][C@@H:6]([OH:19])[C:7]=5[N:8]=[CH:9][N:10]=4)[CH2:18][CH2:17]3)=[O:34])[CH2:29][CH2:28][N:27]([C:25]([O:24][C:20]([CH3:21])([CH3:23])[CH3:22])=[O:26])[CH2:32][CH2:31]2)=[CH:37][C:38]=1[F:43]. The yield is 0.229. (3) The reactants are [C:1]([CH2:3][C:4]([NH2:6])=[O:5])#[N:2].[H-].[Na+].[Cl:9][C:10]1[N:15]=[C:14]([NH:16][CH2:17][CH2:18][CH2:19][NH:20][C:21](=[O:27])[O:22][C:23]([CH3:26])([CH3:25])[CH3:24])[C:13]([C:28](F)=[O:29])=[CH:12][N:11]=1. The catalyst is CN(C=O)C. The product is [NH2:2][C:1]1[N:16]([CH2:17][CH2:18][CH2:19][NH:20][C:21](=[O:27])[O:22][C:23]([CH3:24])([CH3:26])[CH3:25])[C:14]2[N:15]=[C:10]([Cl:9])[N:11]=[CH:12][C:13]=2[C:28](=[O:29])[C:3]=1[C:4](=[O:5])[NH2:6]. The yield is 0.640. (4) The reactants are [C:1]([C:5]1[CH:11]=[CH:10][C:8]([NH2:9])=[C:7]([N+:12]([O-:14])=[O:13])[CH:6]=1)([CH3:4])([CH3:3])[CH3:2].[BrH:15].[NH+]1C=CC=CC=1.O.S([O-])([O-])=O.[Na+].[Na+]. The catalyst is C(O)(=O)C. The product is [Br:15][C:10]1[CH:11]=[C:5]([C:1]([CH3:4])([CH3:2])[CH3:3])[CH:6]=[C:7]([N+:12]([O-:14])=[O:13])[C:8]=1[NH2:9]. The yield is 0.940. (5) The reactants are [ClH:1].[F:2][C:3]1([F:18])[CH2:10][N:9](C(OC(C)(C)C)=O)[CH2:8][CH2:7][C:4]21[CH2:6][CH2:5]2. The catalyst is C(O)C. The product is [ClH:1].[F:2][C:3]1([F:18])[CH2:10][NH:9][CH2:8][CH2:7][C:4]21[CH2:6][CH2:5]2. The yield is 0.920.